Dataset: Peptide-MHC class I binding affinity with 185,985 pairs from IEDB/IMGT. Task: Regression. Given a peptide amino acid sequence and an MHC pseudo amino acid sequence, predict their binding affinity value. This is MHC class I binding data. The peptide sequence is EIKDRILSY. The MHC is HLA-A31:01 with pseudo-sequence HLA-A31:01. The binding affinity (normalized) is 0.0314.